From a dataset of Reaction yield outcomes from USPTO patents with 853,638 reactions. Predict the reaction yield, written as a fraction of the theoretical maximum amount of product (1.0 means a 100% yield; for example, 0.34 means a 34% yield). (1) The reactants are [NH2:1][C:2]1[C:7]([C@H:8]2[CH2:13][CH2:12][CH2:11][CH2:10][C@@H:9]2[O:14][C:15]2[C:20]([F:21])=[CH:19][C:18]([S:22]([N:25](CC3C=CC(OC)=CC=3OC)[C:26]3[CH:31]=[CH:30][N:29]=[CH:28][N:27]=3)(=[O:24])=[O:23])=[C:17]([F:43])[CH:16]=2)=[CH:6][CH:5]=[CH:4][N:3]=1.C([SiH](CC)CC)C.FC(F)(F)C(O)=O. The catalyst is ClCCl. The product is [NH2:1][C:2]1[C:7]([C@H:8]2[CH2:13][CH2:12][CH2:11][CH2:10][C@@H:9]2[O:14][C:15]2[C:20]([F:21])=[CH:19][C:18]([S:22]([NH:25][C:26]3[CH:31]=[CH:30][N:29]=[CH:28][N:27]=3)(=[O:23])=[O:24])=[C:17]([F:43])[CH:16]=2)=[CH:6][CH:5]=[CH:4][N:3]=1. The yield is 0.820. (2) The catalyst is CO.CCO.[Pd]. The product is [CH:1]([N:14]1[C:22]2[C:17](=[CH:18][C:19]([Cl:23])=[CH:20][CH:21]=2)[C:16]([CH2:24][CH2:25][O:26][C:27]2[CH:35]=[CH:34][C:30]([C:31]([OH:33])=[O:32])=[CH:29][CH:28]=2)=[C:15]1[CH2:36][CH2:37][NH:38][S:39]([C:42]1[CH:47]=[CH:46][CH:45]=[CH:44][C:43]=1[OH:48])(=[O:40])=[O:41])([C:2]1[CH:7]=[CH:6][CH:5]=[CH:4][CH:3]=1)[C:8]1[CH:9]=[CH:10][CH:11]=[CH:12][CH:13]=1. The reactants are [CH:1]([N:14]1[C:22]2[C:17](=[CH:18][C:19]([Cl:23])=[CH:20][CH:21]=2)[C:16]([CH2:24][CH2:25][O:26][C:27]2[CH:35]=[CH:34][C:30]([C:31]([OH:33])=[O:32])=[CH:29][CH:28]=2)=[C:15]1[CH2:36][CH2:37][NH:38][S:39]([C:42]1[CH:47]=[CH:46][CH:45]=[CH:44][C:43]=1[O:48]CC(C)=CC=C)(=[O:41])=[O:40])([C:8]1[CH:13]=[CH:12][CH:11]=[CH:10][CH:9]=1)[C:2]1[CH:7]=[CH:6][CH:5]=[CH:4][CH:3]=1. The yield is 0.950. (3) The reactants are Br[C:2]1[CH:23]=[CH:22][C:5]2[C:6]3[N:7]([CH:11]=[C:12]([C:14]4[N:18]([CH:19]([CH3:21])[CH3:20])[N:17]=[CH:16][N:15]=4)[N:13]=3)[CH2:8][CH2:9][O:10][C:4]=2[CH:3]=1.Cl.C([O:29][C:30](=[O:34])[C@H:31]([CH3:33])[NH2:32])(C)(C)C.F[B-](F)(F)F.Cl.C(C1NC=C[N+]=1C(C)C)(C)C.C(=O)([O-])[O-].[Cs+].[Cs+]. The catalyst is COCCOC. The product is [CH:19]([N:18]1[C:14]([C:12]2[N:13]=[C:6]3[N:7]([CH2:8][CH2:9][O:10][C:4]4[CH:3]=[C:2]([NH:32][C@@H:31]([CH3:33])[C:30]([OH:34])=[O:29])[CH:23]=[CH:22][C:5]=43)[CH:11]=2)=[N:15][CH:16]=[N:17]1)([CH3:21])[CH3:20]. The yield is 0.330.